From a dataset of Cav3 T-type calcium channel HTS with 100,875 compounds. Binary Classification. Given a drug SMILES string, predict its activity (active/inactive) in a high-throughput screening assay against a specified biological target. (1) The molecule is o1c2c(c3CCCCc3c1=O)c(OCc1oc(cc1)C(OC)=O)cc(c2)C. The result is 0 (inactive). (2) The drug is S(=O)(=O)(N1CCN(CC1)c1c(cccc1C)C)N1CCOCC1. The result is 0 (inactive). (3) The compound is S(=O)(=O)(Nc1ncncc1)c1ccc(NC(NC(=O)C)(C(F)(F)F)C(OCC)=O)cc1. The result is 0 (inactive). (4) The drug is FC(F)(F)c1cc(Cn2c3c(n(c(=O)n(c3=O)C)C)nc2NCCCO)ccc1. The result is 0 (inactive). (5) The drug is s1c2c(CCCC2)c2c1nc(SCC(OCC)=O)[nH]c2=O. The result is 0 (inactive). (6) The drug is S(c1n(CC)c(nn1)COc1cc(OC)ccc1)CC(=O)Nc1cc(OC)ccc1. The result is 0 (inactive). (7) The drug is O=C(N1CCCCC1)C(N1C(=O)c2c(C1=O)cccc2)C. The result is 0 (inactive).